Dataset: Catalyst prediction with 721,799 reactions and 888 catalyst types from USPTO. Task: Predict which catalyst facilitates the given reaction. (1) Reactant: [Cl:1][C:2]1[CH:3]=[C:4]([CH:9]([C:22]([F:25])([F:24])[F:23])/[CH:10]=[CH:11]/[C:12]2[CH:20]=[CH:19][C:15]([C:16]([OH:18])=O)=[C:14]([CH3:21])[CH:13]=2)[CH:5]=[C:6]([Cl:8])[CH:7]=1.[F:26][C:27]([F:31])([F:30])[CH2:28][NH2:29].O.ON1C2C=CC=CC=2N=N1.Cl.CN(C)CCCN=C=NCC.CCN(C(C)C)C(C)C. Product: [Cl:8][C:6]1[CH:5]=[C:4]([CH:9]([C:22]([F:25])([F:24])[F:23])/[CH:10]=[CH:11]/[C:12]2[CH:20]=[CH:19][C:15]([C:16]([NH:29][CH2:28][C:27]([F:31])([F:30])[F:26])=[O:18])=[C:14]([CH3:21])[CH:13]=2)[CH:3]=[C:2]([Cl:1])[CH:7]=1. The catalyst class is: 18. (2) Reactant: [NH2:1][C:2]1[CH:7]=[CH:6][CH:5]=[CH:4][C:3]=1[NH2:8].CCN=C=NCCCN(C)C.C1C=CC2N(O)N=NC=2C=1.[C:30](O)(=[O:32])[CH3:31]. Product: [NH2:1][C:2]1[CH:7]=[CH:6][CH:5]=[CH:4][C:3]=1[NH:8][C:30](=[O:32])[CH3:31]. The catalyst class is: 241. (3) Reactant: [O:1]=[C:2]1[N:8]([CH:9]2[CH2:14][CH2:13][N:12]([C:15]([O:17][C@@H:18]([C:28](O)=[O:29])[CH2:19][C:20]3[CH:25]=[C:24]([Br:26])[CH:23]=[C:22]([Br:27])[CH:21]=3)=[O:16])[CH2:11][CH2:10]2)[CH2:7][CH2:6][C:5]2[CH:31]=[CH:32][CH:33]=[CH:34][C:4]=2[NH:3]1.CN(C(ON1N=NC2C=CC=CC1=2)=[N+](C)C)C.[B-](F)(F)(F)F.C(N(C(C)C)C(C)C)C.C1C=CC2N(O)N=NC=2C=1.[CH3:76][N:77]([CH3:84])[CH:78]1[CH2:83][CH2:82][NH:81][CH2:80][CH2:79]1. Product: [O:1]=[C:2]1[N:8]([CH:9]2[CH2:14][CH2:13][N:12]([C:15]([O:17][C@H:18]([CH2:19][C:20]3[CH:25]=[C:24]([Br:26])[CH:23]=[C:22]([Br:27])[CH:21]=3)[C:28]([N:81]3[CH2:82][CH2:83][CH:78]([N:77]([CH3:84])[CH3:76])[CH2:79][CH2:80]3)=[O:29])=[O:16])[CH2:11][CH2:10]2)[CH2:7][CH2:6][C:5]2[CH:31]=[CH:32][CH:33]=[CH:34][C:4]=2[NH:3]1. The catalyst class is: 18. (4) Reactant: [Cl:1][C:2]1[N:3]=[CH:4][C:5]2[CH:10]=[CH:9][NH:8][C:6]=2[N:7]=1.BrC1C=CC([CH2:18][S:19](CC2C=CC(Br)=CC=2)(=[O:21])=[O:20])=CC=1.[O-]P([O-])([O-])=O.[K+].[K+].[K+].N[C@@H:39]1[CH2:44][CH2:43][CH2:42][CH2:41][C@H:40]1N. Product: [Cl:1][C:2]1[N:3]=[CH:4][C:5]2[CH:10]=[CH:9][N:8]([C:43]3[CH:42]=[CH:41][C:40]([S:19]([CH3:18])(=[O:21])=[O:20])=[CH:39][CH:44]=3)[C:6]=2[N:7]=1. The catalyst class is: 185. (5) Reactant: N(OC(C)(C)C)=O.C[Si]([N:12]=[N+:13]=[N-:14])(C)C.[C:15]1(N)[CH:20]=[CH:19][CH:18]=[CH:17][CH:16]=1. Product: [C:15]1([N:12]=[N+:13]=[N-:14])[CH:20]=[CH:19][CH:18]=[CH:17][CH:16]=1. The catalyst class is: 23. (6) Reactant: [NH:1]1[C:5]2=[N:6][CH:7]=[CH:8][CH:9]=[C:4]2[C:3]([C:10]([C:12]2[CH:13]=[C:14]([CH:17]=[CH:18][CH:19]=2)[CH:15]=O)=[O:11])=[CH:2]1.[C:20]([CH2:22][C:23]([NH2:25])=[O:24])#[N:21].[CH2:26]1CCN2C(=NCCC2)CC1. Product: [NH:1]1[C:5]2=[N:6][CH:7]=[CH:8][CH:9]=[C:4]2[C:3]([C:10]([C:12]2[CH:13]=[C:14]([CH:15]=[C:22]([C:20]#[N:21])[C:23]([NH:25][CH3:26])=[O:24])[CH:17]=[CH:18][CH:19]=2)=[O:11])=[CH:2]1. The catalyst class is: 36. (7) Reactant: [NH2:1][C:2]1[CH:7]=[CH:6][C:5]([C:8]([CH3:15])([CH3:14])[C:9](OCC)=[O:10])=[CH:4][CH:3]=1.[H-].[H-].[H-].[H-].[Li+].[Al+3].[OH-].[Na+]. Product: [NH2:1][C:2]1[CH:3]=[CH:4][C:5]([C:8]([CH3:15])([CH3:14])[CH2:9][OH:10])=[CH:6][CH:7]=1. The catalyst class is: 1. (8) Reactant: C(N(CC)CC)C.Cl[C:9]1[C:14]([CH:15]=[O:16])=[CH:13][N:12]=[C:11]([S:17][CH3:18])[N:10]=1.[CH:19]1([NH:24][CH2:25][C:26]([O:28][CH3:29])=[O:27])[CH2:23][CH2:22][CH2:21][CH2:20]1.C(=O)(O)[O-].[Na+]. Product: [CH:19]1([N:24]([C:9]2[C:14]([CH:15]=[O:16])=[CH:13][N:12]=[C:11]([S:17][CH3:18])[N:10]=2)[CH2:25][C:26]([O:28][CH3:29])=[O:27])[CH2:20][CH2:21][CH2:22][CH2:23]1. The catalyst class is: 1. (9) Reactant: [CH3:1][NH2:2].[Cl:3][C:4]1[CH:13]=[CH:12][C:7]2[C:8](=[O:11])[O:9][CH2:10][C:6]=2[CH:5]=1. Product: [Cl:3][C:4]1[CH:13]=[CH:12][C:7]([C:8]([NH:2][CH3:1])=[O:11])=[C:6]([CH2:10][OH:9])[CH:5]=1. The catalyst class is: 5.